From a dataset of Forward reaction prediction with 1.9M reactions from USPTO patents (1976-2016). Predict the product of the given reaction. (1) Given the reactants [C:1]([C:4]1[N:9]=[C:8]([C:10]2[CH2:15][CH2:14][N:13]([C:16]([O:18][C:19]([CH3:22])([CH3:21])[CH3:20])=[O:17])[CH2:12][CH:11]=2)[C:7]([F:23])=[CH:6][CH:5]=1)(=[O:3])[NH2:2], predict the reaction product. The product is: [C:1]([C:4]1[N:9]=[C:8]([CH:10]2[CH2:15][CH2:14][N:13]([C:16]([O:18][C:19]([CH3:21])([CH3:20])[CH3:22])=[O:17])[CH2:12][CH2:11]2)[C:7]([F:23])=[CH:6][CH:5]=1)(=[O:3])[NH2:2]. (2) Given the reactants [Br:1][C:2]1[CH:8]=[C:7]([Cl:9])[CH:6]=[CH:5][C:3]=1[NH2:4].Br[C:11]1C=C(C(F)(F)F)C=C2[C:19]=1NC=C2, predict the reaction product. The product is: [Br:1][C:2]1[CH:8]=[C:7]([Cl:9])[CH:6]=[C:5]2[C:3]=1[NH:4][CH:19]=[CH:11]2.